From a dataset of Catalyst prediction with 721,799 reactions and 888 catalyst types from USPTO. Predict which catalyst facilitates the given reaction. (1) The catalyst class is: 104. Product: [CH3:25][C:26]1[C:30]([O:10][C:11]2[C:12]3[C:19]([CH3:20])=[C:18]([C:21]([O:23][CH3:24])=[O:22])[S:17][C:13]=3[N:14]=[CH:15][N:16]=2)=[C:29]([CH3:34])[O:28][N:27]=1. Reactant: N1C2C(=NC=CC=2)N([O:10][C:11]2[C:12]3[C:19]([CH3:20])=[C:18]([C:21]([O:23][CH3:24])=[O:22])[S:17][C:13]=3[N:14]=[CH:15][N:16]=2)N=1.[CH3:25][C:26]1[C:30](B(O)O)=[C:29]([CH3:34])[O:28][N:27]=1.C([O-])([O-])=O.[Cs+].[Cs+]. (2) The catalyst class is: 20. Product: [C:22]([O:21][C:19](=[O:20])[CH2:18][CH2:17][CH2:16][CH2:15][CH2:14][C@H:9]([NH:8][C:6]([O:5][C:1]([CH3:4])([CH3:3])[CH3:2])=[O:7])[C:10]([OH:12])=[O:11])([CH3:25])([CH3:24])[CH3:23]. Reactant: [C:1]([O:5][C:6]([NH:8][C@@H:9]([CH2:14][CH2:15][CH2:16][CH2:17][CH2:18][C:19]([O:21][C:22]([CH3:25])([CH3:24])[CH3:23])=[O:20])[C:10]([O:12]C)=[O:11])=[O:7])([CH3:4])([CH3:3])[CH3:2].O[Li].O.Cl.